This data is from Full USPTO retrosynthesis dataset with 1.9M reactions from patents (1976-2016). The task is: Predict the reactants needed to synthesize the given product. Given the product [NH2:1][C:2]1[C:11]2[CH:10]=[CH:9][CH:8]=[C:7]([C:29]3[CH:34]=[N:33][C:32]([N:35]4[CH2:36][CH2:37][O:38][CH2:39][CH2:40]4)=[CH:31][CH:30]=3)[C:6]=2[N:5]=[C:4]2[CH2:13][N:14]([CH:17]3[CH2:20][CH2:19][CH2:18]3)[C:15](=[O:16])[C:3]=12, predict the reactants needed to synthesize it. The reactants are: [NH2:1][C:2]1[C:11]2[CH:10]=[CH:9][CH:8]=[C:7](Br)[C:6]=2[N:5]=[C:4]2[CH2:13][N:14]([CH:17]3[CH2:20][CH2:19][CH2:18]3)[C:15](=[O:16])[C:3]=12.CC1(C)C(C)(C)OB([C:29]2[CH:30]=[CH:31][C:32]([N:35]3[CH2:40][CH2:39][O:38][CH2:37][CH2:36]3)=[N:33][CH:34]=2)O1.